Task: Binary Classification. Given a drug SMILES string, predict its activity (active/inactive) in a high-throughput screening assay against a specified biological target.. Dataset: In vitro SARS-CoV-2 activity screen of 1,480 approved drugs from Prestwick library The molecule is CCOc1ccc2nc(S(N)(=O)=O)sc2c1. The result is 1 (active).